From a dataset of NCI-60 drug combinations with 297,098 pairs across 59 cell lines. Regression. Given two drug SMILES strings and cell line genomic features, predict the synergy score measuring deviation from expected non-interaction effect. Drug 1: CC1C(C(CC(O1)OC2CC(OC(C2O)C)OC3=CC4=CC5=C(C(=O)C(C(C5)C(C(=O)C(C(C)O)O)OC)OC6CC(C(C(O6)C)O)OC7CC(C(C(O7)C)O)OC8CC(C(C(O8)C)O)(C)O)C(=C4C(=C3C)O)O)O)O. Drug 2: C(CC(=O)O)C(=O)CN.Cl. Cell line: LOX IMVI. Synergy scores: CSS=65.8, Synergy_ZIP=-0.827, Synergy_Bliss=-2.83, Synergy_Loewe=-57.3, Synergy_HSA=-4.16.